From a dataset of Reaction yield outcomes from USPTO patents with 853,638 reactions. Predict the reaction yield, written as a fraction of the theoretical maximum amount of product (1.0 means a 100% yield; for example, 0.34 means a 34% yield). (1) The reactants are [C:1]([N:4]1[C:13]2[C:8](=[CH:9][C:10]([C:14]3[CH:15]=[N:16][N:17]([CH:19]4[CH2:22][O:21][CH2:20]4)[CH:18]=3)=[CH:11][CH:12]=2)[N:7]([C:23](Cl)=[O:24])[CH2:6][C@@H:5]1[CH3:26])(=[O:3])[CH3:2].[N:27]1[CH:32]=[CH:31][CH:30]=[C:29]([OH:33])[CH:28]=1.N1C=CC=CC=1. The catalyst is ClCCCl. The product is [C:1]([N:4]1[C:13]2[C:8](=[CH:9][C:10]([C:14]3[CH:15]=[N:16][N:17]([CH:19]4[CH2:22][O:21][CH2:20]4)[CH:18]=3)=[CH:11][CH:12]=2)[N:7]([C:23]([O:33][C:29]2[CH:28]=[N:27][CH:32]=[CH:31][CH:30]=2)=[O:24])[CH2:6][C@@H:5]1[CH3:26])(=[O:3])[CH3:2]. The yield is 0.460. (2) The reactants are [NH2:1][CH2:2][CH2:3][O:4][C:5]1[C:10]([CH3:11])=[CH:9][C:8]([C:12]2[NH:21][C:20](=[O:22])[C:19]3[C:14](=[CH:15][C:16]([O:25][CH3:26])=[CH:17][C:18]=3[O:23][CH3:24])[N:13]=2)=[CH:7][C:6]=1[CH3:27].[CH3:28][O:29][C:30]1[CH:35]=[CH:34][C:33]([S:36](Cl)(=[O:38])=[O:37])=[CH:32][CH:31]=1.C(N(CC)CC)C. The catalyst is C(Cl)Cl. The product is [CH3:24][O:23][C:18]1[CH:17]=[C:16]([O:25][CH3:26])[CH:15]=[C:14]2[C:19]=1[C:20](=[O:22])[NH:21][C:12]([C:8]1[CH:9]=[C:10]([CH3:11])[C:5]([O:4][CH2:3][CH2:2][NH:1][S:36]([C:33]3[CH:32]=[CH:31][C:30]([O:29][CH3:28])=[CH:35][CH:34]=3)(=[O:38])=[O:37])=[C:6]([CH3:27])[CH:7]=1)=[N:13]2. The yield is 0.530.